Regression. Given a peptide amino acid sequence and an MHC pseudo amino acid sequence, predict their binding affinity value. This is MHC class II binding data. From a dataset of Peptide-MHC class II binding affinity with 134,281 pairs from IEDB. The peptide sequence is RICCEPKKTTNAEFT. The MHC is H-2-IAb with pseudo-sequence H-2-IAb. The binding affinity (normalized) is 0.